This data is from Reaction yield outcomes from USPTO patents with 853,638 reactions. The task is: Predict the reaction yield, written as a fraction of the theoretical maximum amount of product (1.0 means a 100% yield; for example, 0.34 means a 34% yield). (1) The reactants are [NH2:1][C@@H:2]([C:6]([OH:8])=[O:7])[C@@H:3]([CH3:5])[OH:4].C([O-])([O-])=O.[K+].[K+].[Cl:15][C:16]1[CH:23]=[C:22](F)[CH:21]=[CH:20][C:17]=1[C:18]#[N:19]. The catalyst is CS(C)=O. The product is [Cl:15][C:16]1[CH:23]=[C:22]([NH:1][C@H:2]([C@H:3]([OH:4])[CH3:5])[C:6]([OH:8])=[O:7])[CH:21]=[CH:20][C:17]=1[C:18]#[N:19]. The yield is 1.00. (2) The reactants are S(Cl)(Cl)=O.[CH3:5][N:6]1[CH2:11][CH2:10][N:9]([C:12]2[CH:17]=[C:16]([CH2:18][C:19]([OH:21])=[O:20])[CH:15]=[CH:14][N:13]=2)[CH2:8][CH2:7]1.[CH3:22]O. No catalyst specified. The product is [CH3:5][N:6]1[CH2:7][CH2:8][N:9]([C:12]2[CH:17]=[C:16]([CH2:18][C:19]([O:21][CH3:22])=[O:20])[CH:15]=[CH:14][N:13]=2)[CH2:10][CH2:11]1. The yield is 0.780. (3) The reactants are [NH2:1][C:2]1[CH:10]=[C:9]([F:11])[CH:8]=[CH:7][C:3]=1[C:4]([OH:6])=O.O=S(Cl)Cl.[Cl:16][C:17]1[CH:23]=[CH:22][CH:21]=[CH:20][C:18]=1[NH2:19].C(Cl)(Cl)Cl. The catalyst is C1C=CC=CC=1. The product is [NH2:1][C:2]1[CH:10]=[C:9]([F:11])[CH:8]=[CH:7][C:3]=1[C:4]([NH:19][C:18]1[CH:20]=[CH:21][CH:22]=[CH:23][C:17]=1[Cl:16])=[O:6]. The yield is 0.520.